From a dataset of Full USPTO retrosynthesis dataset with 1.9M reactions from patents (1976-2016). Predict the reactants needed to synthesize the given product. (1) Given the product [NH2:50][CH2:47][C:48]#[C:49][C:12]1[N:11]=[C:10]([C:16]2[N:20]([C:21]([O:23][C:24]([CH3:26])([CH3:27])[CH3:25])=[O:22])[C:19]3[CH:28]=[C:29]([CH3:32])[CH:30]=[CH:31][C:18]=3[N:17]=2)[C:9]([N:8]([C:6]([O:5][C:1]([CH3:2])([CH3:3])[CH3:4])=[O:7])[C:33]([O:35][C:36]([CH3:38])([CH3:39])[CH3:37])=[O:34])=[N:14][CH:13]=1, predict the reactants needed to synthesize it. The reactants are: [C:1]([O:5][C:6]([N:8]([C:33]([O:35][C:36]([CH3:39])([CH3:38])[CH3:37])=[O:34])[C:9]1[C:10]([C:16]2[N:20]([C:21]([O:23][C:24]([CH3:27])([CH3:26])[CH3:25])=[O:22])[C:19]3[CH:28]=[C:29]([CH3:32])[CH:30]=[CH:31][C:18]=3[N:17]=2)=[N:11][C:12](Br)=[CH:13][N:14]=1)=[O:7])([CH3:4])([CH3:3])[CH3:2].C(N(CC)CC)C.[CH2:47]([NH2:50])[C:48]#[CH:49]. (2) Given the product [F:16][C:15]([F:18])([F:17])[O:14][C:11]1[CH:12]=[CH:13][C:8]([C:5]2[CH:6]=[CH:7][C:2]([CH:27]=[O:28])=[N:3][CH:4]=2)=[CH:9][CH:10]=1, predict the reactants needed to synthesize it. The reactants are: Br[C:2]1[CH:7]=[CH:6][C:5]([C:8]2[CH:13]=[CH:12][C:11]([O:14][C:15]([F:18])([F:17])[F:16])=[CH:10][CH:9]=2)=[CH:4][N:3]=1.[Li]CCCC.CN([CH:27]=[O:28])C. (3) Given the product [CH3:3][C:4]1[CH:5]=[C:6]([CH:25]=[CH:26][C:27]=1[CH3:28])[C:7]([C:9]1[C:18](=[O:19])[C:17]2[CH:16]=[C:15]3[O:20][C:21]([F:23])([F:24])[O:22][C:14]3=[CH:13][C:12]=2[N:11]([CH2:32][C:31]2[CH:34]=[CH:35][CH:36]=[CH:37][C:30]=2[F:29])[CH:10]=1)=[O:8], predict the reactants needed to synthesize it. The reactants are: [H-].[Na+].[CH3:3][C:4]1[CH:5]=[C:6]([CH:25]=[CH:26][C:27]=1[CH3:28])[C:7]([C:9]1[C:18](=[O:19])[C:17]2[CH:16]=[C:15]3[O:20][C:21]([F:24])([F:23])[O:22][C:14]3=[CH:13][C:12]=2[NH:11][CH:10]=1)=[O:8].[F:29][C:30]1[CH:37]=[CH:36][CH:35]=[CH:34][C:31]=1[CH2:32]Br. (4) Given the product [CH3:1][O:2][C:3]1[N:8]=[CH:7][C:6]([N:9]2[C:13]([N:14]3[CH:15]=[CH:16][CH:17]=[CH:18]3)=[CH:12][C:11]([C:19]([OH:21])=[O:20])=[N:10]2)=[CH:5][CH:4]=1, predict the reactants needed to synthesize it. The reactants are: [CH3:1][O:2][C:3]1[N:8]=[CH:7][C:6]([N:9]2[C:13]([N:14]3[CH:18]=[CH:17][CH:16]=[CH:15]3)=[CH:12][C:11]([C:19]([O:21]CC)=[O:20])=[N:10]2)=[CH:5][CH:4]=1.[OH-].[Na+].Cl.C(OCC)(=O)C. (5) The reactants are: [N+:1]([C:4]1[N:5]=[C:6]([S:9][C:10]2[CH:15]=[CH:14][C:13]([N+:16]([O-:18])=[O:17])=[CH:12][CH:11]=2)[NH:7][CH:8]=1)([O-:3])=[O:2].[CH3:19]N(C)C=O.C(=O)([O-])[O-].[K+].[K+].[F-].[Cs+].[C:32]([O:35][CH2:36][CH3:37])(=O)C. Given the product [CH3:19][C@@:36]1([CH2:37][N:7]2[CH:8]=[C:4]([N+:1]([O-:3])=[O:2])[N:5]=[C:6]2[S:9][C:10]2[CH:11]=[CH:12][C:13]([N+:16]([O-:18])=[O:17])=[CH:14][CH:15]=2)[CH2:32][O:35]1, predict the reactants needed to synthesize it. (6) Given the product [OH:32][C:33]1[CH:34]=[C:35]2[C:40](=[CH:41][C:42]=1[OH:43])[N:39]=[CH:38][NH:37][C:36]2=[O:45], predict the reactants needed to synthesize it. The reactants are: COCCOC1C=C2C(NC3C=CC=C(C#C)C=3)=NC=NC2=CC=1OCCOC.Cl.C[O:32][C:33]1[CH:34]=[C:35]2[C:40](=[CH:41][C:42]=1[O:43]C)[N:39]=[CH:38][NH:37][C:36]2=[O:45].Br.N1C=CC=CC=1.Cl. (7) Given the product [C:24]([C:23]1[CH:26]=[CH:27][C:20]([CH2:19][NH:18][C:12](=[O:14])[CH:11]([C:3]2[C:4]([F:10])=[CH:5][C:6]([O:8][CH3:9])=[CH:7][C:2]=2[F:1])[O:15][CH3:16])=[C:21]([OH:28])[CH:22]=1)#[N:25], predict the reactants needed to synthesize it. The reactants are: [F:1][C:2]1[CH:7]=[C:6]([O:8][CH3:9])[CH:5]=[C:4]([F:10])[C:3]=1[CH:11]([O:15][CH3:16])[C:12]([OH:14])=O.Cl.[NH2:18][CH2:19][C:20]1[CH:27]=[CH:26][C:23]([C:24]#[N:25])=[CH:22][C:21]=1[OH:28]. (8) Given the product [NH2:20][C:3]1[C:2]([F:1])=[C:7]([OH:8])[CH:6]=[CH:5][C:4]=1[CH3:19], predict the reactants needed to synthesize it. The reactants are: [F:1][C:2]1[C:7]([O:8][Si](C(C)C)(C(C)C)C(C)C)=[CH:6][CH:5]=[C:4]([CH3:19])[C:3]=1[NH:20]C([NH:20][C:3]1[C:4]([CH3:19])=[CH:5][CH:6]=[C:7]([O:8][Si](C(C)C)(C(C)C)C(C)C)[C:2]=1[F:1])=O.[OH-].[K+].Cl.